From a dataset of Reaction yield outcomes from USPTO patents with 853,638 reactions. Predict the reaction yield, written as a fraction of the theoretical maximum amount of product (1.0 means a 100% yield; for example, 0.34 means a 34% yield). (1) The reactants are [CH3:1][C:2]([CH3:5])([O-])[CH3:3].[Na+].I[CH2:8][CH2:9][CH3:10].Cl.[CH3:12][C:13]1[CH:18]=[CH:17][CH:16]=[C:15]([NH:19][C:20]2[CH:25]=[CH:24][CH:23]=[CH:22][CH:21]=2)[CH:14]=1.Br[C:27]1[CH:32]=[CH:31][C:30]([C:33]2[CH:38]=[CH:37][C:36](Br)=[CH:35][CH:34]=2)=[CH:29][CH:28]=1. The catalyst is C([O-])(=O)C.[Pd+2].C([O-])(=O)C.C(Cl)Cl.C1(C)C=CC=CC=1. The product is [C:9]1([N:19]([C:15]2[CH:1]=[C:2]([CH3:5])[CH:3]=[CH:13][CH:14]=2)[C:27]2[CH:32]=[CH:31][C:30]([C:33]3[CH:38]=[CH:37][C:36]([N:19]([C:20]4[CH:25]=[CH:24][CH:23]=[CH:22][CH:21]=4)[C:15]4[CH:14]=[C:13]([CH3:12])[CH:18]=[CH:17][CH:16]=4)=[CH:35][CH:34]=3)=[CH:29][CH:28]=2)[CH:10]=[CH:18][CH:17]=[CH:16][CH:8]=1. The yield is 0.852. (2) The reactants are [F:1][C:2]1[CH:7]=[CH:6][C:5]([C:8]2[NH:9][CH:10]=[C:11]([CH:19]=[CH:20][CH2:21][OH:22])[C:12]=2[C:13]2[CH:18]=[CH:17][N:16]=[CH:15][CH:14]=2)=[CH:4][CH:3]=1.C(OCC)(=O)C. The catalyst is CS(C)=O.[O-2].[Mn+2]. The product is [F:1][C:2]1[CH:3]=[CH:4][C:5]([C:8]2[NH:9][CH:10]=[C:11]([CH:19]=[CH:20][CH:21]=[O:22])[C:12]=2[C:13]2[CH:18]=[CH:17][N:16]=[CH:15][CH:14]=2)=[CH:6][CH:7]=1. The yield is 0.840. (3) The yield is 0.800. The reactants are [Cl:1][C:2]1[C:3](=[O:15])[C:4]2[C:9]([C:10](=[O:14])[C:11]=1[NH:12][CH3:13])=[CH:8][CH:7]=[CH:6][CH:5]=2.C(=O)([O-])[O-].[K+].[K+].[Br:22][CH2:23][C:24](Br)=[O:25]. The catalyst is O1CCOCC1. The product is [Br:22][CH2:23][C:24]([N:12]([C:11]1[C:10](=[O:14])[C:9]2[C:4]([C:3](=[O:15])[C:2]=1[Cl:1])=[CH:5][CH:6]=[CH:7][CH:8]=2)[CH3:13])=[O:25]. (4) The reactants are [Br:1][C:2]1[C:3]([N:22]2[CH2:27][CH2:26][CH2:25][C@@H:24]([NH:28]C(=O)OC(C)(C)C)[CH2:23]2)=[C:4]2[C:10]([NH:11][C:12](=[O:21])[C:13]3[CH:18]=[C:17]([CH3:19])[CH:16]=[CH:15][C:14]=3[F:20])=[CH:9][NH:8][C:5]2=[N:6][CH:7]=1.C(O)(C(F)(F)F)=O.[ClH:43]. The catalyst is C(Cl)Cl. The product is [ClH:43].[NH2:28][C@@H:24]1[CH2:25][CH2:26][CH2:27][N:22]([C:3]2[C:2]([Br:1])=[CH:7][N:6]=[C:5]3[NH:8][CH:9]=[C:10]([NH:11][C:12](=[O:21])[C:13]4[CH:18]=[C:17]([CH3:19])[CH:16]=[CH:15][C:14]=4[F:20])[C:4]=23)[CH2:23]1. The yield is 0.610. (5) The reactants are O=P12OP3(OP(OP(O3)(O1)=O)(=O)O2)=O.[Br:15][CH:16]([C:21](=[O:24])[CH2:22][Br:23])[CH2:17][C:18]([OH:20])=O. The catalyst is ClCCl. The product is [Br:15][CH:16]1[C:21](=[CH:22][Br:23])[O:24][C:18](=[O:20])[CH2:17]1. The yield is 0.820.